From a dataset of Forward reaction prediction with 1.9M reactions from USPTO patents (1976-2016). Predict the product of the given reaction. (1) Given the reactants [Br:1][C:2]1[C:7]2[O:8][CH2:9][O:10][C:6]=2[CH:5]=[C:4]([CH:11](O)[CH:12]([CH3:14])[CH3:13])[CH:3]=1.C([SiH](CC)CC)C.FC(F)(F)C(O)=O.O, predict the reaction product. The product is: [Br:1][C:2]1[C:7]2[O:8][CH2:9][O:10][C:6]=2[CH:5]=[C:4]([CH2:11][CH:12]([CH3:14])[CH3:13])[CH:3]=1. (2) Given the reactants [CH:1]1[CH:2]=[CH:3][C:4]([O:7][C:8]2[C:9]([N:21]3[CH2:25][CH2:24][CH2:23][CH2:22]3)=[CH:10][C:11]([C:18]([OH:20])=O)=[CH:12][C:13]=2[S:14]([NH2:17])(=[O:16])=[O:15])=[CH:5][CH:6]=1.C(Cl)CCl.C1C=CC2N(O)N=NC=2C=1.[CH2:40]([NH:47][CH2:48][C:49]1[CH:54]=[CH:53][CH:52]=[CH:51][CH:50]=1)[C:41]1[CH:46]=[CH:45][CH:44]=[CH:43][CH:42]=1, predict the reaction product. The product is: [CH2:48]([N:47]([CH2:40][C:41]1[CH:46]=[CH:45][CH:44]=[CH:43][CH:42]=1)[C:18](=[O:20])[C:11]1[CH:10]=[C:9]([N:21]2[CH2:25][CH2:24][CH2:23][CH2:22]2)[C:8]([O:7][C:4]2[CH:3]=[CH:2][CH:1]=[CH:6][CH:5]=2)=[C:13]([S:14]([NH2:17])(=[O:16])=[O:15])[CH:12]=1)[C:49]1[CH:54]=[CH:53][CH:52]=[CH:51][CH:50]=1. (3) Given the reactants C([O:8][C:9](=[O:22])[C:10]1[CH:15]=[CH:14][C:13]([N:16]2[CH2:21][CH2:20][NH:19][CH2:18][CH2:17]2)=[CH:12][CH:11]=1)C1C=CC=CC=1.Cl[C:24]1[CH:42]=[CH:41][C:27]([C:28]([NH:30][C:31]2[CH:36]=[CH:35][C:34]([O:37][CH3:38])=[C:33]([O:39][CH3:40])[CH:32]=2)=[O:29])=[CH:26][N:25]=1.C1(NC(C2C=CC(N3CCN(C4C=CC(C(O)=O)=CC=4)CC3)=NC=2)=O)C=CC=CC=1, predict the reaction product. The product is: [CH3:40][O:39][C:33]1[CH:32]=[C:31]([NH:30][C:28]([C:27]2[CH:41]=[CH:42][C:24]([N:19]3[CH2:18][CH2:17][N:16]([C:13]4[CH:12]=[CH:11][C:10]([C:9]([OH:8])=[O:22])=[CH:15][CH:14]=4)[CH2:21][CH2:20]3)=[N:25][CH:26]=2)=[O:29])[CH:36]=[CH:35][C:34]=1[O:37][CH3:38]. (4) Given the reactants S(S([O-])=O)([O-])=O.[Na+].[Na+].C(=O)([O-])[O-].[K+].[K+].[N+:15]([C:18]1[CH:19]=[N:20][C:21]2[C:26]([C:27]=1[NH:28][CH2:29][CH2:30][CH2:31][CH2:32][CH2:33][C:34]([O:36][CH2:37][CH3:38])=[O:35])=[CH:25][CH:24]=[CH:23][CH:22]=2)([O-])=O.ClCCl, predict the reaction product. The product is: [NH2:15][C:18]1[CH:19]=[N:20][C:21]2[C:26]([C:27]=1[NH:28][CH2:29][CH2:30][CH2:31][CH2:32][CH2:33][C:34]([O:36][CH2:37][CH3:38])=[O:35])=[CH:25][CH:24]=[CH:23][CH:22]=2.